Dataset: Forward reaction prediction with 1.9M reactions from USPTO patents (1976-2016). Task: Predict the product of the given reaction. (1) Given the reactants [C:1]1([CH:7]2[CH2:14][CH:10]3[CH2:11][NH:12][CH2:13][CH:9]3[CH2:8]2)[CH:6]=[CH:5][CH:4]=[CH:3][CH:2]=1.C(N)C.[N:18]([C:21]1[CH:26]=[CH:25][C:24]([O:27][CH3:28])=[CH:23][CH:22]=1)=[C:19]=[O:20], predict the reaction product. The product is: [CH3:28][O:27][C:24]1[CH:25]=[CH:26][C:21]([NH:18][C:19]([N:12]2[CH2:13][CH:9]3[CH2:8][CH:7]([C:1]4[CH:2]=[CH:3][CH:4]=[CH:5][CH:6]=4)[CH2:14][CH:10]3[CH2:11]2)=[O:20])=[CH:22][CH:23]=1. (2) Given the reactants [Cl:1][C:2]1[CH:7]=[CH:6][C:5]([C:8]2([C:11]([OH:13])=O)[CH2:10][CH2:9]2)=[CH:4][CH:3]=1.[NH2:14][CH2:15][CH2:16][CH2:17][N:18]1[CH2:23][CH2:22][CH:21]([C:24]2[CH:25]=[C:26]([NH:30][C:31]([CH:33]3[CH2:35][CH2:34]3)=[O:32])[CH:27]=[CH:28][CH:29]=2)[CH2:20][CH2:19]1, predict the reaction product. The product is: [Cl:1][C:2]1[CH:3]=[CH:4][C:5]([C:8]2([C:11]([NH:14][CH2:15][CH2:16][CH2:17][N:18]3[CH2:23][CH2:22][CH:21]([C:24]4[CH:29]=[CH:28][CH:27]=[C:26]([NH:30][C:31]([CH:33]5[CH2:35][CH2:34]5)=[O:32])[CH:25]=4)[CH2:20][CH2:19]3)=[O:13])[CH2:9][CH2:10]2)=[CH:6][CH:7]=1. (3) Given the reactants [CH2:1](Br)[C:2]1[CH:7]=[CH:6][CH:5]=[CH:4][CH:3]=1.[CH2:9]([NH:16][C:17](=[O:39])[N:18]([C:20]1[CH:21]=[C:22]([C:26]2[CH:31]=[CH:30][C:29]([CH2:32][CH2:33][C:34]([O:36][CH3:37])=[O:35])=[CH:28][C:27]=2[OH:38])[CH:23]=[CH:24][CH:25]=1)[CH3:19])[CH2:10][CH2:11][CH2:12][CH2:13][CH2:14][CH3:15].C(=O)([O-])[O-].[K+].[K+], predict the reaction product. The product is: [CH2:1]([O:38][C:27]1[CH:28]=[C:29]([CH2:32][CH2:33][C:34]([O:36][CH3:37])=[O:35])[CH:30]=[CH:31][C:26]=1[C:22]1[CH:23]=[CH:24][CH:25]=[C:20]([N:18]([CH3:19])[C:17]([NH:16][CH2:9][CH2:10][CH2:11][CH2:12][CH2:13][CH2:14][CH3:15])=[O:39])[CH:21]=1)[C:2]1[CH:7]=[CH:6][CH:5]=[CH:4][CH:3]=1. (4) Given the reactants [F:1][C:2]([F:33])([F:32])[C:3]([NH:5][CH2:6][CH2:7][CH2:8][CH2:9][S:10][C@@H:11]1[CH2:28][CH2:27][C@@:26]2([CH3:29])[CH:13]([C:14](=O)[CH2:15][C@@H:16]3[C@@H:25]2[CH2:24][CH2:23][C@@:21]2([CH3:22])[C@H:17]3[CH2:18][CH2:19][C:20]2=[O:30])[CH2:12]1)=[O:4].Cl.[NH2:35][OH:36], predict the reaction product. The product is: [F:32][C:2]([F:33])([F:1])[C:3]([NH:5][CH2:6][CH2:7][CH2:8][CH2:9][S:10][C@@H:11]1[CH2:28][CH2:27][C@@:26]2([CH3:29])[CH:13](/[C:14](=[N:35]/[OH:36])/[CH2:15][C@@H:16]3[C@@H:25]2[CH2:24][CH2:23][C@@:21]2([CH3:22])[C@H:17]3[CH2:18][CH2:19][C:20]2=[O:30])[CH2:12]1)=[O:4]. (5) Given the reactants [Br:1][C:2]1[CH:7]=[CH:6][C:5](S(C)=O)=[CH:4][CH:3]=1.[B:11]1([B:11]2[O:15][C:14]([CH3:17])([CH3:16])[C:13]([CH3:19])([CH3:18])[O:12]2)[O:15][C:14]([CH3:17])([CH3:16])[C:13]([CH3:19])([CH3:18])[O:12]1.C([O-])(=O)C.[K+], predict the reaction product. The product is: [Br:1][C:2]1[CH:7]=[CH:6][C:5]([B:11]2[O:15][C:14]([CH3:17])([CH3:16])[C:13]([CH3:19])([CH3:18])[O:12]2)=[CH:4][CH:3]=1. (6) The product is: [CH2:1]([O:3][C:4]([C:6]1[S:16][C:9]2[N:10]=[C:11]([NH2:15])[N:12]=[C:13]([CH:26]([C:24]3[CH:23]=[CH:22][C:21]4[O:17][CH2:18][O:19][C:20]=4[CH:25]=3)[C:27]#[N:28])[C:8]=2[CH:7]=1)=[O:5])[CH3:2]. Given the reactants [CH2:1]([O:3][C:4]([C:6]1[S:16][C:9]2[N:10]=[C:11]([NH2:15])[N:12]=[C:13](Cl)[C:8]=2[CH:7]=1)=[O:5])[CH3:2].[O:17]1[C:21]2[CH:22]=[CH:23][C:24]([CH2:26][C:27]#[N:28])=[CH:25][C:20]=2[O:19][CH2:18]1.[H-].[Na+], predict the reaction product. (7) The product is: [CH3:30][O:31][C:32](=[O:41])[CH2:33][C:34]1[CH:35]=[CH:36][CH:37]=[C:38]([O:25][CH2:24][CH2:23][O:22][C:21]2[CH:26]=[CH:27][C:18]([C:3]([OH:8])([C:4]([F:6])([F:7])[F:5])[C:2]([F:28])([F:29])[F:1])=[CH:19][CH:20]=2)[CH:39]=1. Given the reactants [F:1][C:2]([F:29])([F:28])[C:3]([C:18]1[CH:27]=[CH:26][C:21]([O:22][CH2:23][CH2:24][OH:25])=[CH:20][CH:19]=1)([O:8]CC1C=CC(OC)=CC=1)[C:4]([F:7])([F:6])[F:5].[CH3:30][O:31][C:32](=[O:41])[CH2:33][C:34]1[CH:39]=[CH:38][CH:37]=[C:36](O)[CH:35]=1.COC(=O)C, predict the reaction product.